From a dataset of Peptide-MHC class I binding affinity with 185,985 pairs from IEDB/IMGT. Regression. Given a peptide amino acid sequence and an MHC pseudo amino acid sequence, predict their binding affinity value. This is MHC class I binding data. (1) The binding affinity (normalized) is 0.213. The MHC is HLA-A66:01 with pseudo-sequence HLA-A66:01. The peptide sequence is GPSVASRAL. (2) The peptide sequence is THFQRKRRV. The MHC is HLA-A02:01 with pseudo-sequence HLA-A02:01. The binding affinity (normalized) is 0.0847. (3) The peptide sequence is AVRNAKAAV. The MHC is HLA-B07:02 with pseudo-sequence HLA-B07:02. The binding affinity (normalized) is 0.567. (4) The peptide sequence is AILHNIYRL. The MHC is HLA-A02:06 with pseudo-sequence HLA-A02:06. The binding affinity (normalized) is 0.651. (5) The peptide sequence is DTVLEEMNL. The MHC is HLA-B51:01 with pseudo-sequence HLA-B51:01. The binding affinity (normalized) is 0.00450. (6) The peptide sequence is VYFQSRKKSV. The MHC is H-2-Kd with pseudo-sequence H-2-Kd. The binding affinity (normalized) is 0.569.